This data is from Catalyst prediction with 721,799 reactions and 888 catalyst types from USPTO. The task is: Predict which catalyst facilitates the given reaction. (1) Reactant: [C:1]([C:3]1[CH:10]=[CH:9][C:6]([CH:7]=[O:8])=[CH:5][CH:4]=1)#[N:2].[CH:11]([Mg]Br)=[CH2:12]. Product: [C:1]([C:3]1[CH:10]=[CH:9][C:6]([CH:7]([OH:8])[CH:11]=[CH2:12])=[CH:5][CH:4]=1)#[N:2]. The catalyst class is: 1. (2) Reactant: [CH:1]([C:3]1[CH2:4][CH:5]([CH2:9][C:10]2[N:11]=[CH:12][NH:13][CH:14]=2)[CH2:6][CH2:7][CH:8]=1)=[CH2:2].NN.[OH2:17].OO. Product: [CH2:1]([C:3]1[CH2:4][CH:5]([CH2:9][C:10]2[NH:11][C:12](=[O:17])[NH:13][CH:14]=2)[CH2:6][CH2:7][CH:8]=1)[CH3:2]. The catalyst class is: 8.